Dataset: Forward reaction prediction with 1.9M reactions from USPTO patents (1976-2016). Task: Predict the product of the given reaction. (1) Given the reactants [CH:1]([O:4][C:5]1[CH:21]=[CH:20][C:8]([O:9][C:10]2[S:11][C:12](/[CH:15]=[CH:16]/[CH:17]([OH:19])[CH3:18])=[CH:13][N:14]=2)=[CH:7][CH:6]=1)([CH3:3])[CH3:2].C(N(CC)CC)C.[C:29](OC(=O)C)(=[O:31])[CH3:30], predict the reaction product. The product is: [C:29]([O:19][CH:17]([CH3:18])/[CH:16]=[CH:15]/[C:12]1[S:11][C:10]([O:9][C:8]2[CH:20]=[CH:21][C:5]([O:4][CH:1]([CH3:2])[CH3:3])=[CH:6][CH:7]=2)=[N:14][CH:13]=1)(=[O:31])[CH3:30]. (2) Given the reactants [CH3:1][O:2][C:3]1[CH:4]=[C:5]([CH:11]2[CH:16]([N+:17]([O-:19])=[O:18])[CH2:15][CH2:14][CH:13]([OH:20])[CH2:12]2)[CH:6]=[CH:7][C:8]=1[O:9][CH3:10].[C:21](OC(=O)C)(=[O:23])[CH3:22], predict the reaction product. The product is: [CH3:1][O:2][C:3]1[CH:4]=[C:5]([CH:11]2[CH:16]([N+:17]([O-:19])=[O:18])[CH2:15][CH2:14][CH:13]([O:20][C:21](=[O:23])[CH3:22])[CH2:12]2)[CH:6]=[CH:7][C:8]=1[O:9][CH3:10]. (3) Given the reactants [C:1]([O:5][C:6]([N:8]1[C@@H:12]([CH2:13][F:14])[C@@H:11]([C:15]2[CH:20]=[CH:19][C:18]([S:21][CH2:22][F:23])=[CH:17][CH:16]=2)[O:10][C:9]1([CH3:25])[CH3:24])=[O:7])([CH3:4])([CH3:3])[CH3:2].C1C=C(Cl)C=C(C(OO)=[O:34])C=1, predict the reaction product. The product is: [C:1]([O:5][C:6]([N:8]1[C@@H:12]([CH2:13][F:14])[C@@H:11]([C:15]2[CH:16]=[CH:17][C:18]([S:21]([CH2:22][F:23])=[O:34])=[CH:19][CH:20]=2)[O:10][C:9]1([CH3:25])[CH3:24])=[O:7])([CH3:4])([CH3:2])[CH3:3]. (4) Given the reactants [C:1]([O:4]CCCOC)(=[O:3])C.[OH:10][CH2:11][CH:12]1[CH2:16][O:15]C(=O)[O:13]1.[CH2:18]([NH2:26])[CH2:19][CH2:20][CH2:21][CH2:22][CH2:23][CH2:24][CH3:25], predict the reaction product. The product is: [OH:10][CH2:11][CH:12]([CH2:16][OH:15])[OH:13].[CH2:18]([NH:26][C:1](=[O:3])[O-:4])[CH2:19][CH2:20][CH2:21][CH2:22][CH2:23][CH2:24][CH3:25]. (5) Given the reactants SC[CH:14]([S:15]C(CS)[CH2:11][S:12][CH2:13][CH2:14][SH:15])[CH2:13][S:12][CH2:11]CS, predict the reaction product. The product is: [S:12]1[CH2:11][CH:13]1[CH2:14][S:15][S:15][CH2:14][CH:13]1[S:12][CH2:11]1. (6) Given the reactants [CH3:1][C:2]1[N:9]=[CH:8][CH:7]=[C:6]([C:10]([F:13])([F:12])[F:11])[C:3]=1[C:4]#[N:5], predict the reaction product. The product is: [CH3:1][C:2]1[C:3]([CH2:4][NH2:5])=[C:6]([C:10]([F:12])([F:11])[F:13])[CH:7]=[CH:8][N:9]=1. (7) Given the reactants [N:1]1[CH:6]=[CH:5][C:4]([C:7]2[N:11]=[C:10]([CH2:12][NH2:13])[O:9][N:8]=2)=[CH:3][CH:2]=1.C(N(CC)CC)C.[S:21]1[CH:25]=[CH:24][CH:23]=[C:22]1[C:26](Cl)=[O:27], predict the reaction product. The product is: [N:1]1[CH:2]=[CH:3][C:4]([C:7]2[N:11]=[C:10]([CH2:12][NH:13][C:26]([C:22]3[S:21][CH:25]=[CH:24][CH:23]=3)=[O:27])[O:9][N:8]=2)=[CH:5][CH:6]=1.